Dataset: KCNQ2 potassium channel screen with 302,405 compounds. Task: Binary Classification. Given a drug SMILES string, predict its activity (active/inactive) in a high-throughput screening assay against a specified biological target. (1) The molecule is S(=O)(=O)(N1CCCCC1)c1sc(nn1)NC(=O)COc1cc(ccc1)C. The result is 0 (inactive). (2) The molecule is O=C(Nc1c(=O)[nH]c(=O)[nH]c1)c1cc(ccc1)C. The result is 0 (inactive). (3) The drug is Fc1ccc(C(=O)NNC(=O)c2cc3c(C(=O)N(C3=O)CC=C)cc2)cc1. The result is 0 (inactive). (4) The molecule is S=C(Nc1c(cc(cc1)C)C)NCc1ccc(F)cc1. The result is 1 (active). (5) The compound is Brc1c(NC(=O)COC(=O)C(CCC)C)c(Br)cc(c1)C. The result is 0 (inactive). (6) The drug is s1c2c(CCCC2)c2c1nc(SCc1[nH]c3c(c(=O)n1)cccc3)n(c2=O)CC=C. The result is 0 (inactive). (7) The compound is Clc1c(NC(=S)NC(C(N2CCCC2)c2sccc2)C)cccc1. The result is 0 (inactive). (8) The molecule is Fc1ccc(C(N2CCOCC2)CNC(=O)CC23CC4CC(C2)CC(C3)C4)cc1. The result is 1 (active).